This data is from Full USPTO retrosynthesis dataset with 1.9M reactions from patents (1976-2016). The task is: Predict the reactants needed to synthesize the given product. Given the product [Br:1][C:2]1[CH:9]=[CH:8][C:5]([CH:6]2[C:28]3[C:29](=[O:33])[NH:30][CH:31]=[CH:32][C:27]=3[NH:26][C:16]([CH3:25])=[C:17]2[C:18]([O:20][CH2:21][CH2:22][C:23]#[N:24])=[O:19])=[C:4]([O:10][C:11]([F:14])([F:13])[F:12])[CH:3]=1, predict the reactants needed to synthesize it. The reactants are: [Br:1][C:2]1[CH:9]=[CH:8][C:5]([CH:6]=O)=[C:4]([O:10][C:11]([F:14])([F:13])[F:12])[CH:3]=1.O=[C:16]([CH3:25])[CH2:17][C:18]([O:20][CH2:21][CH2:22][C:23]#[N:24])=[O:19].[NH2:26][C:27]1[CH:32]=[CH:31][NH:30][C:29](=[O:33])[CH:28]=1.